This data is from Reaction yield outcomes from USPTO patents with 853,638 reactions. The task is: Predict the reaction yield, written as a fraction of the theoretical maximum amount of product (1.0 means a 100% yield; for example, 0.34 means a 34% yield). The reactants are [Cl:1][C:2]1[CH:7]=[CH:6][C:5]([O:8][C:9]2[CH:16]=[CH:15][C:14]([CH2:17][CH2:18]I)=[CH:13][C:10]=2[C:11]#[N:12])=[CH:4][C:3]=1[C:20]([F:23])([F:22])[F:21].C([O-])([O-])=O.[K+].[K+].[N:30]1[CH:35]=[C:34]([CH2:36][C:37]2[C:38](=[O:44])[NH:39][C:40](=[S:43])[NH:41][CH:42]=2)[CH:33]=[N:32][CH:31]=1. The catalyst is CN(C=O)C. The product is [Cl:1][C:2]1[CH:7]=[CH:6][C:5]([O:8][C:9]2[CH:16]=[CH:15][C:14]([CH2:17][CH2:18][S:43][C:40]3[NH:41][CH:42]=[C:37]([CH2:36][C:34]4[CH:33]=[N:32][CH:31]=[N:30][CH:35]=4)[C:38](=[O:44])[N:39]=3)=[CH:13][C:10]=2[C:11]#[N:12])=[CH:4][C:3]=1[C:20]([F:23])([F:22])[F:21]. The yield is 0.614.